This data is from Catalyst prediction with 721,799 reactions and 888 catalyst types from USPTO. The task is: Predict which catalyst facilitates the given reaction. (1) Reactant: N1C2C(=CC=CC=2)C=N1.[OH:10][CH:11]([C:13]1[C:21]2[C:16](=[CH:17][C:18]([C:22]([N:24]3[CH2:29][CH2:28][O:27][CH2:26][CH2:25]3)=[O:23])=[CH:19][CH:20]=2)[NH:15][N:14]=1)[CH3:12].[Br:30][C:31]1[CH:32]=[N:33][C:34](Cl)=[N:35][CH:36]=1.C(=O)([O-])[O-].[K+].[K+]. Product: [Br:30][C:31]1[CH:32]=[N:33][C:34]([N:15]2[C:16]3[C:21](=[CH:20][CH:19]=[C:18]([C:22]([N:24]4[CH2:29][CH2:28][O:27][CH2:26][CH2:25]4)=[O:23])[CH:17]=3)[C:13]([CH:11]([OH:10])[CH3:12])=[N:14]2)=[N:35][CH:36]=1. The catalyst class is: 16. (2) Reactant: [C:1]([O:5][C:6]([N:8]1[CH2:13][CH2:12][CH:11]([OH:14])[CH2:10][CH2:9]1)=[O:7])([CH3:4])([CH3:3])[CH3:2].CC(C)([O-])C.[K+].[CH2:21]([C:25]1[N:26]=[N:27][C:28](Cl)=[CH:29][C:30]=1[C:31]1[CH:36]=[CH:35][C:34]([O:37][CH:38]2[CH2:43][CH2:42][CH2:41][CH2:40][CH2:39]2)=[CH:33][CH:32]=1)[CH2:22][CH2:23][CH3:24].O. Product: [C:1]([O:5][C:6]([N:8]1[CH2:13][CH2:12][CH:11]([O:14][C:28]2[N:27]=[N:26][C:25]([CH2:21][CH2:22][CH2:23][CH3:24])=[C:30]([C:31]3[CH:32]=[CH:33][C:34]([O:37][CH:38]4[CH2:43][CH2:42][CH2:41][CH2:40][CH2:39]4)=[CH:35][CH:36]=3)[CH:29]=2)[CH2:10][CH2:9]1)=[O:7])([CH3:4])([CH3:2])[CH3:3]. The catalyst class is: 56. (3) Reactant: [N:1]1[CH:6]=[CH:5][C:4]([CH2:7][N:8]2[C:16]3[C:11](=[C:12]([NH2:17])[CH:13]=[CH:14][CH:15]=3)[CH:10]=[N:9]2)=[CH:3][CH:2]=1.[Br:18][C:19]1[CH:20]=[CH:21][C:22]([O:28][CH3:29])=[C:23]([N:25]=[C:26]=[O:27])[CH:24]=1. Product: [Br:18][C:19]1[CH:20]=[CH:21][C:22]([O:28][CH3:29])=[C:23]([NH:25][C:26]([NH:17][C:12]2[CH:13]=[CH:14][CH:15]=[C:16]3[C:11]=2[CH:10]=[N:9][N:8]3[CH2:7][C:4]2[CH:5]=[CH:6][N:1]=[CH:2][CH:3]=2)=[O:27])[CH:24]=1. The catalyst class is: 2.